Dataset: Catalyst prediction with 721,799 reactions and 888 catalyst types from USPTO. Task: Predict which catalyst facilitates the given reaction. (1) Reactant: I[C:2]1[CH:14]=[C:13]([C:15]([CH3:22])([CH2:17][C:18]([CH3:21])([CH3:20])[CH3:19])[CH3:16])[CH:12]=[CH:11][C:3]=1[O:4][CH:5]1[CH2:10][CH2:9][CH2:8][CH2:7][O:6]1.[C:23]([C:27]1[CH:28]=[CH:29][C:30]2[NH:31][C:32]3[C:37]([C:38]=2[CH:39]=1)=[CH:36][C:35]([C:40]([CH3:43])([CH3:42])[CH3:41])=[CH:34][CH:33]=3)([CH3:26])([CH3:25])[CH3:24].[O-]P([O-])([O-])=O.[K+].[K+].[K+].CNCCNC. Product: [C:23]([C:27]1[CH:28]=[CH:29][C:30]2[N:31]([C:2]3[CH:14]=[C:13]([C:15]([CH3:22])([CH2:17][C:18]([CH3:21])([CH3:20])[CH3:19])[CH3:16])[CH:12]=[CH:11][C:3]=3[O:4][CH:5]3[CH2:10][CH2:9][CH2:8][CH2:7][O:6]3)[C:32]3[C:37]([C:38]=2[CH:39]=1)=[CH:36][C:35]([C:40]([CH3:43])([CH3:42])[CH3:41])=[CH:34][CH:33]=3)([CH3:26])([CH3:25])[CH3:24]. The catalyst class is: 509. (2) Reactant: [Si:1]([O:8][CH2:9][CH2:10][CH2:11][N:12]1[C:17](=[O:18])[C:16]2[C:19]([CH3:22])=[CH:20][S:21][C:15]=2[N:14]([CH3:23])[C:13]1=[O:24])([C:4]([CH3:7])([CH3:6])[CH3:5])([CH3:3])[CH3:2].C1C(=O)N([Br:32])C(=O)C1. Product: [Br:32][C:20]1[S:21][C:15]2[N:14]([CH3:23])[C:13](=[O:24])[N:12]([CH2:11][CH2:10][CH2:9][O:8][Si:1]([C:4]([CH3:5])([CH3:7])[CH3:6])([CH3:3])[CH3:2])[C:17](=[O:18])[C:16]=2[C:19]=1[CH3:22]. The catalyst class is: 2. (3) Reactant: [C:1]([C:5]1[CH:11]=[CH:10][C:9]([N+:12]([O-:14])=[O:13])=[CH:8][C:6]=1[NH2:7])([CH3:4])([CH3:3])[CH3:2].N1C=CC=CC=1.[Cl:21][CH2:22][C:23](Cl)=[O:24]. Product: [C:1]([C:5]1[CH:11]=[CH:10][C:9]([N+:12]([O-:14])=[O:13])=[CH:8][C:6]=1[NH:7][C:23](=[O:24])[CH2:22][Cl:21])([CH3:4])([CH3:2])[CH3:3]. The catalyst class is: 2. (4) Reactant: [CH:1]1([CH:7]([NH:19][C:20]2[CH:28]=[CH:27][C:23](C(O)=O)=[CH:22][CH:21]=2)[C:8]2[O:9][C:10]3[CH:17]=[CH:16][C:15]([F:18])=[CH:14][C:11]=3[C:12]=2[CH3:13])[CH2:6][CH2:5][CH2:4][CH2:3][CH2:2]1.CNC[CH2:32][C:33]([O:35][CH2:36][CH3:37])=[O:34].O.ON1C2C=CC=CC=2N=N1.Cl.C(N=C=NCCCN(C)C)C.Cl.[CH3:62][N:63]([CH3:66])[CH:64]=[O:65]. Product: [CH:1]1([CH:7]([NH:19][C:20]2[CH:28]=[CH:27][C:23]([C:64]([N:63]([CH3:66])[CH2:62][CH2:32][C:33]([O:35][CH2:36][CH3:37])=[O:34])=[O:65])=[CH:22][CH:21]=2)[C:8]2[O:9][C:10]3[CH:17]=[CH:16][C:15]([F:18])=[CH:14][C:11]=3[C:12]=2[CH3:13])[CH2:2][CH2:3][CH2:4][CH2:5][CH2:6]1. The catalyst class is: 66. (5) Reactant: [NH2:1][C:2]1[C:7]([OH:8])=[CH:6][CH:5]=[CH:4][N:3]=1.C(N(CC)CC)C.[F:16][C:17]1[CH:18]=[N:19][C:20]([O:26][C:27]2[CH:32]=[CH:31][CH:30]=[C:29]([S:33][CH3:34])[CH:28]=2)=[C:21]([CH:25]=1)[C:22](O)=[O:23].Cl.CN(C)CCCN=C=NCC.ON1C2C=CC=CC=2N=N1. Product: [F:16][C:17]1[CH:18]=[N:19][C:20]([O:26][C:27]2[CH:32]=[CH:31][CH:30]=[C:29]([S:33][CH3:34])[CH:28]=2)=[C:21]([CH:25]=1)[C:22]([NH:1][C:2]1[C:7]([OH:8])=[CH:6][CH:5]=[CH:4][N:3]=1)=[O:23]. The catalyst class is: 9. (6) Reactant: C([O:3][C:4]([C:6]1[N:7]=[C:8]([CH:11]2[CH2:16][CH2:15][N:14]([C:17]([O:19][C:20]([CH3:23])([CH3:22])[CH3:21])=[O:18])[CH2:13][CH2:12]2)[S:9][CH:10]=1)=[O:5])C.O1CCCC1.[OH-].[Na+].[Na+].[Cl-]. Product: [C:4]([C:6]1[N:7]=[C:8]([CH:11]2[CH2:12][CH2:13][N:14]([C:17]([O:19][C:20]([CH3:23])([CH3:22])[CH3:21])=[O:18])[CH2:15][CH2:16]2)[S:9][CH:10]=1)([OH:5])=[O:3]. The catalyst class is: 125. (7) Reactant: C[C:2]1([CH3:10])[O:9][C:7](=[O:8])[CH2:6][C:4](=[O:5])O1.N1C=CC=CC=1.[F:17][C:18]1[CH:35]=[CH:34][CH:33]=[C:32]([F:36])[C:19]=1[CH2:20][O:21][C:22]1[CH:31]=[CH:30][C:25]([CH2:26][C:27](Cl)=O)=[CH:24][CH:23]=1.Cl. Product: [F:17][C:18]1[CH:35]=[CH:34][CH:33]=[C:32]([F:36])[C:19]=1[CH2:20][O:21][C:22]1[CH:23]=[CH:24][C:25]([CH2:26][CH2:27][C:4](=[O:5])[CH2:6][C:7]([O:9][CH2:2][CH3:10])=[O:8])=[CH:30][CH:31]=1. The catalyst class is: 4. (8) Reactant: [O:1]=[S:2]1(=[O:9])[CH2:7][CH2:6][CH:5]([OH:8])[CH2:4][CH2:3]1.[S:10](Cl)([C:13]1[CH:19]=[CH:18][C:16]([CH3:17])=[CH:15][CH:14]=1)(=[O:12])=[O:11]. Product: [S:10]([O:8][CH:5]1[CH2:6][CH2:7][S:2](=[O:9])(=[O:1])[CH2:3][CH2:4]1)([C:13]1[CH:19]=[CH:18][C:16]([CH3:17])=[CH:15][CH:14]=1)(=[O:12])=[O:11]. The catalyst class is: 17. (9) Reactant: [CH3:1][O:2][C:3]1[CH:4]=[CH:5][CH:6]=[C:7]2[C:12]=1[N:11]=[CH:10][N:9]([C:13]1[CH:14]=[C:15]([NH:20]C(=O)OC(C)(C)C)[CH:16]=[CH:17][C:18]=1[CH3:19])[C:8]2=[O:28].Cl. Product: [NH2:20][C:15]1[CH:16]=[CH:17][C:18]([CH3:19])=[C:13]([N:9]2[C:8](=[O:28])[C:7]3[C:12](=[C:3]([O:2][CH3:1])[CH:4]=[CH:5][CH:6]=3)[N:11]=[CH:10]2)[CH:14]=1. The catalyst class is: 12.